Dataset: NCI-60 drug combinations with 297,098 pairs across 59 cell lines. Task: Regression. Given two drug SMILES strings and cell line genomic features, predict the synergy score measuring deviation from expected non-interaction effect. Drug 1: CC(CN1CC(=O)NC(=O)C1)N2CC(=O)NC(=O)C2. Drug 2: C1=NC2=C(N=C(N=C2N1C3C(C(C(O3)CO)O)F)Cl)N. Cell line: MDA-MB-231. Synergy scores: CSS=14.3, Synergy_ZIP=-16.2, Synergy_Bliss=-12.7, Synergy_Loewe=-17.3, Synergy_HSA=-8.26.